Task: Predict the reactants needed to synthesize the given product.. Dataset: Full USPTO retrosynthesis dataset with 1.9M reactions from patents (1976-2016) (1) Given the product [F:1][C:2]1[CH:3]=[CH:4][C:5]2[NH:14][C:13](=[S:27])[C:12]3[CH:11]=[C:10]([CH3:16])[S:9][C:8]=3[NH:7][C:6]=2[CH:17]=1, predict the reactants needed to synthesize it. The reactants are: [F:1][C:2]1[CH:3]=[CH:4][C:5]2[NH:14][C:13](=O)[C:12]3[CH:11]=[C:10]([CH3:16])[S:9][C:8]=3[NH:7][C:6]=2[CH:17]=1.COC1C=CC(P2(=S)SP(=S)(C3C=CC(OC)=CC=3)[S:27]2)=CC=1. (2) The reactants are: [CH3:1][N:2]1[CH:7]2[CH2:8][CH2:9][CH2:10][CH:3]1[CH2:4][NH:5][CH2:6]2.Cl[C:12]1[CH:21]=[CH:20][C:19]2[C:14](=[CH:15][CH:16]=[C:17]([N+:22]([O-:24])=[O:23])[CH:18]=2)[N:13]=1.C(N(CC)C(C)C)(C)C. Given the product [CH3:1][N:2]1[CH:7]2[CH2:8][CH2:9][CH2:10][CH:3]1[CH2:4][N:5]([C:12]1[CH:21]=[CH:20][C:19]3[C:14](=[CH:15][CH:16]=[C:17]([N+:22]([O-:24])=[O:23])[CH:18]=3)[N:13]=1)[CH2:6]2, predict the reactants needed to synthesize it.